Dataset: Catalyst prediction with 721,799 reactions and 888 catalyst types from USPTO. Task: Predict which catalyst facilitates the given reaction. (1) Reactant: [H-].[Na+].[Cl:3][C:4]1[CH:9]=[CH:8][CH:7]=[C:6]([Cl:10])[C:5]=1[CH:11]1[CH2:16][CH2:15][N:14]([CH2:17][C:18]2[C:26]3[C:21](=[CH:22][CH:23]=[CH:24][CH:25]=3)[NH:20][C:19]=2[C:27]2[CH:32]=[CH:31][CH:30]=[CH:29][CH:28]=2)[CH2:13][CH2:12]1.[CH2:33](Br)[C:34]1[CH:39]=[CH:38][CH:37]=[CH:36][CH:35]=1.[NH4+].[OH-].CCOCC.Cl. Product: [ClH:3].[CH2:33]([N:20]1[C:21]2[C:26](=[CH:25][CH:24]=[CH:23][CH:22]=2)[C:18]([CH2:17][N:14]2[CH2:13][CH2:12][CH:11]([C:5]3[C:4]([Cl:3])=[CH:9][CH:8]=[CH:7][C:6]=3[Cl:10])[CH2:16][CH2:15]2)=[C:19]1[C:27]1[CH:32]=[CH:31][CH:30]=[CH:29][CH:28]=1)[C:34]1[CH:39]=[CH:38][CH:37]=[CH:36][CH:35]=1. The catalyst class is: 735. (2) Reactant: [Cl:1][C:2]1[CH:3]=[N:4][C:5]2[C:10]([C:11]=1[CH3:12])=[CH:9][CH:8]=[CH:7][N:6]=2.O.[Se](=O)=[O:15].C([O-])(O)=O.[Na+]. Product: [Cl:1][C:2]1[CH:3]=[N:4][C:5]2[C:10]([C:11]=1[CH:12]=[O:15])=[CH:9][CH:8]=[CH:7][N:6]=2. The catalyst class is: 258. (3) Reactant: [F:1][CH2:2][C@@H:3]1[C@@H:7]([C:8]2[CH:13]=[CH:12][C:11]([C:14]3[O:18][N:17]=[C:16]([CH2:19][OH:20])[CH:15]=3)=[CH:10][CH:9]=2)[O:6][C:5]([CH3:22])([CH3:21])[N:4]1[C:23]([O:25][C:26]([CH3:29])([CH3:28])[CH3:27])=[O:24].[CH3:30][S:31](Cl)(=[O:33])=[O:32].C(N(C(C)C)CC)(C)C. Product: [F:1][CH2:2][C@@H:3]1[C@@H:7]([C:8]2[CH:13]=[CH:12][C:11]([C:14]3[O:18][N:17]=[C:16]([CH2:19][O:20][S:31]([CH3:30])(=[O:33])=[O:32])[CH:15]=3)=[CH:10][CH:9]=2)[O:6][C:5]([CH3:22])([CH3:21])[N:4]1[C:23]([O:25][C:26]([CH3:29])([CH3:28])[CH3:27])=[O:24]. The catalyst class is: 2. (4) Reactant: [NH2:1][C:2]1([C:15]([OH:17])=[O:16])[CH2:7][CH2:6][N:5]([CH2:8][C:9]2[CH:14]=[CH:13][CH:12]=[CH:11][CH:10]=2)[CH2:4][CH2:3]1.S(Cl)([Cl:20])=O. Product: [ClH:20].[NH2:1][C:2]1([C:15]([OH:17])=[O:16])[CH2:3][CH2:4][N:5]([CH2:8][C:9]2[CH:10]=[CH:11][CH:12]=[CH:13][CH:14]=2)[CH2:6][CH2:7]1. The catalyst class is: 5. (5) Reactant: [OH:1][CH2:2][C@@H:3]1[CH2:8][C:7]([C:9]2[N:10]=[C:11]([SH:14])[S:12][CH:13]=2)=[CH:6][CH2:5][N:4]1[C:15]([O:17][CH2:18][CH:19]=[CH2:20])=[O:16].[CH3:21][O:22][C:23]1[CH:30]=[CH:29][C:26]([CH2:27]Cl)=[CH:25][CH:24]=1.C(N(CC)CC)C.C(=O)([O-])O.[Na+]. Product: [OH:1][CH2:2][C@@H:3]1[CH2:8][C:7]([C:9]2[N:10]=[C:11]([S:14][CH2:27][C:26]3[CH:29]=[CH:30][C:23]([O:22][CH3:21])=[CH:24][CH:25]=3)[S:12][CH:13]=2)=[CH:6][CH2:5][N:4]1[C:15]([O:17][CH2:18][CH:19]=[CH2:20])=[O:16]. The catalyst class is: 56.